This data is from M1 muscarinic receptor agonist screen with 61,833 compounds. The task is: Binary Classification. Given a drug SMILES string, predict its activity (active/inactive) in a high-throughput screening assay against a specified biological target. (1) The drug is O=C(Nc1cc(cc(c1)C(OC)=O)C(OC)=O)C(CC)CC. The result is 0 (inactive). (2) The drug is Clc1c(C(=O)N2CCC(CC2)C(=O)NCc2cccnc2)ccc(Cl)c1. The result is 0 (inactive).